Predict which catalyst facilitates the given reaction. From a dataset of Catalyst prediction with 721,799 reactions and 888 catalyst types from USPTO. (1) Reactant: [Cl-].O[NH3+:3].[C:4](=[O:7])([O-])[OH:5].[Na+].CS(C)=O.[F:13][C:14]1[CH:15]=[C:16]([C:44]2[C:45]([C:50]#[N:51])=[CH:46][CH:47]=[CH:48][CH:49]=2)[CH:17]=[CH:18][C:19]=1[CH2:20][C:21]1[C:22](=[O:43])[N:23]([C@H:33]2[CH2:36][C@H:35]([O:37][CH2:38][C:39]([OH:42])([CH3:41])[CH3:40])[CH2:34]2)[C:24]2[N:25]([N:30]=[CH:31][N:32]=2)[C:26]=1[CH2:27][CH2:28][CH3:29]. Product: [F:13][C:14]1[CH:15]=[C:16]([C:44]2[CH:49]=[CH:48][CH:47]=[CH:46][C:45]=2[C:50]2[NH:3][C:4](=[O:7])[O:5][N:51]=2)[CH:17]=[CH:18][C:19]=1[CH2:20][C:21]1[C:22](=[O:43])[N:23]([C@H:33]2[CH2:36][C@H:35]([O:37][CH2:38][C:39]([OH:42])([CH3:40])[CH3:41])[CH2:34]2)[C:24]2[N:25]([N:30]=[CH:31][N:32]=2)[C:26]=1[CH2:27][CH2:28][CH3:29]. The catalyst class is: 69. (2) Reactant: P(=O)([O-])O[C:3](CC)(CC)[C:4]#[N:5].[H-].[Na+].[Cl:14][C:15]1[CH:22]=[CH:21][C:18]([CH:19]=O)=[CH:17][C:16]=1[F:23].O. Product: [Cl:14][C:15]1[CH:22]=[CH:21][C:18]([CH:19]=[CH:3][C:4]#[N:5])=[CH:17][C:16]=1[F:23]. The catalyst class is: 1. (3) Reactant: [H-].[Na+].CN(C=O)C.[F:8][C:9]1[CH:16]=[CH:15][C:12]([CH:13]=[O:14])=[CH:11][C:10]=1[OH:17].I[CH2:19][CH3:20]. Product: [CH2:19]([O:17][C:10]1[CH:11]=[C:12]([CH:15]=[CH:16][C:9]=1[F:8])[CH:13]=[O:14])[CH3:20]. The catalyst class is: 84. (4) Reactant: [H-].C([Al+]CC(C)C)C(C)C.CON(C)[C:14]([C:16]1[CH:17]=[N:18][C:19]([O:22][CH2:23][C:24]([F:27])([F:26])[F:25])=[CH:20][CH:21]=1)=[O:15].CO.[C@H](O)(C([O-])=O)[C@@H](O)C([O-])=O.[Na+].[K+]. Product: [F:27][C:24]([F:25])([F:26])[CH2:23][O:22][C:19]1[N:18]=[CH:17][C:16]([CH:14]=[O:15])=[CH:21][CH:20]=1. The catalyst class is: 11. (5) Reactant: [S:1]1[C:5]([C:6](O)=[O:7])=[CH:4][CH:3]2[S:9][CH:10]=[CH:11][CH:2]12.C1C=C[C:15]2[N:20]([OH:21])N=NC=2C=1.[CH3:22]CN(C(C)C)C(C)C.CCN=C=NCCCN(C)C. Product: [CH3:22][O:21][N:20]([CH3:15])[C:6]([C:5]1[S:1][CH:2]2[CH:11]=[CH:10][S:9][CH:3]2[CH:4]=1)=[O:7]. The catalyst class is: 31.